From a dataset of NCI-60 drug combinations with 297,098 pairs across 59 cell lines. Regression. Given two drug SMILES strings and cell line genomic features, predict the synergy score measuring deviation from expected non-interaction effect. (1) Drug 1: CC1OCC2C(O1)C(C(C(O2)OC3C4COC(=O)C4C(C5=CC6=C(C=C35)OCO6)C7=CC(=C(C(=C7)OC)O)OC)O)O. Drug 2: C1CN(CCN1C(=O)CCBr)C(=O)CCBr. Cell line: CAKI-1. Synergy scores: CSS=46.8, Synergy_ZIP=-9.45, Synergy_Bliss=-8.07, Synergy_Loewe=-3.46, Synergy_HSA=-1.10. (2) Drug 1: CN1C(=O)N2C=NC(=C2N=N1)C(=O)N. Drug 2: CC1=C(C=C(C=C1)NC(=O)C2=CC=C(C=C2)CN3CCN(CC3)C)NC4=NC=CC(=N4)C5=CN=CC=C5. Cell line: OVCAR-4. Synergy scores: CSS=1.69, Synergy_ZIP=-0.569, Synergy_Bliss=0.444, Synergy_Loewe=-1.44, Synergy_HSA=-0.690. (3) Drug 1: CC1C(C(CC(O1)OC2CC(CC3=C2C(=C4C(=C3O)C(=O)C5=C(C4=O)C(=CC=C5)OC)O)(C(=O)C)O)N)O.Cl. Drug 2: C1C(C(OC1N2C=NC3=C(N=C(N=C32)Cl)N)CO)O. Cell line: SNB-75. Synergy scores: CSS=6.07, Synergy_ZIP=-1.24, Synergy_Bliss=-0.905, Synergy_Loewe=-14.7, Synergy_HSA=-2.00. (4) Drug 1: CC(C1=C(C=CC(=C1Cl)F)Cl)OC2=C(N=CC(=C2)C3=CN(N=C3)C4CCNCC4)N. Drug 2: CC1OCC2C(O1)C(C(C(O2)OC3C4COC(=O)C4C(C5=CC6=C(C=C35)OCO6)C7=CC(=C(C(=C7)OC)O)OC)O)O. Cell line: IGROV1. Synergy scores: CSS=23.3, Synergy_ZIP=-7.49, Synergy_Bliss=-0.415, Synergy_Loewe=-4.33, Synergy_HSA=-0.0625. (5) Drug 1: C1=CC(=C2C(=C1NCCNCCO)C(=O)C3=C(C=CC(=C3C2=O)O)O)NCCNCCO. Drug 2: CC1C(C(=O)NC(C(=O)N2CCCC2C(=O)N(CC(=O)N(C(C(=O)O1)C(C)C)C)C)C(C)C)NC(=O)C3=C4C(=C(C=C3)C)OC5=C(C(=O)C(=C(C5=N4)C(=O)NC6C(OC(=O)C(N(C(=O)CN(C(=O)C7CCCN7C(=O)C(NC6=O)C(C)C)C)C)C(C)C)C)N)C. Cell line: NCI-H322M. Synergy scores: CSS=27.0, Synergy_ZIP=-0.762, Synergy_Bliss=6.99, Synergy_Loewe=5.97, Synergy_HSA=6.03. (6) Drug 1: C1C(C(OC1N2C=NC3=C(N=C(N=C32)Cl)N)CO)O. Drug 2: CC1CCC2CC(C(=CC=CC=CC(CC(C(=O)C(C(C(=CC(C(=O)CC(OC(=O)C3CCCCN3C(=O)C(=O)C1(O2)O)C(C)CC4CCC(C(C4)OC)O)C)C)O)OC)C)C)C)OC. Cell line: IGROV1. Synergy scores: CSS=-0.0310, Synergy_ZIP=-0.760, Synergy_Bliss=-1.56, Synergy_Loewe=-4.55, Synergy_HSA=-4.04. (7) Cell line: HS 578T. Drug 1: CC1=C(C=C(C=C1)NC2=NC=CC(=N2)N(C)C3=CC4=NN(C(=C4C=C3)C)C)S(=O)(=O)N.Cl. Drug 2: C1=CC(=CC=C1C#N)C(C2=CC=C(C=C2)C#N)N3C=NC=N3. Synergy scores: CSS=14.6, Synergy_ZIP=8.38, Synergy_Bliss=16.4, Synergy_Loewe=11.9, Synergy_HSA=12.4. (8) Drug 1: CCCS(=O)(=O)NC1=C(C(=C(C=C1)F)C(=O)C2=CNC3=C2C=C(C=N3)C4=CC=C(C=C4)Cl)F. Drug 2: C1CCC(C(C1)N)N.C(=O)(C(=O)[O-])[O-].[Pt+4]. Cell line: SNB-19. Synergy scores: CSS=20.8, Synergy_ZIP=2.22, Synergy_Bliss=5.41, Synergy_Loewe=-21.1, Synergy_HSA=2.72. (9) Drug 1: CC12CCC3C(C1CCC2O)C(CC4=C3C=CC(=C4)O)CCCCCCCCCS(=O)CCCC(C(F)(F)F)(F)F. Drug 2: C(CN)CNCCSP(=O)(O)O. Cell line: HT29. Synergy scores: CSS=-2.96, Synergy_ZIP=4.21, Synergy_Bliss=4.70, Synergy_Loewe=0.596, Synergy_HSA=-2.92.